From a dataset of Forward reaction prediction with 1.9M reactions from USPTO patents (1976-2016). Predict the product of the given reaction. (1) Given the reactants [Na].[NH2:2][C:3]1[S:4][C:5]2[C:10]([NH:11][C@H:12]([CH3:15])[CH2:13][OH:14])=[N:9][C:8]([S:16]CC3C=CC=CC=3)=[N:7][C:6]=2[N:24]=1.[Cl-].[NH4+], predict the reaction product. The product is: [NH2:2][C:3]1[S:4][C:5]2[C:10]([NH:11][C@H:12]([CH3:15])[CH2:13][OH:14])=[N:9][C:8]([SH:16])=[N:7][C:6]=2[N:24]=1. (2) Given the reactants [Cl:1][C:2]1[N:7]=[C:6]([C:8]([NH2:10])=[O:9])[CH:5]=[C:4](Cl)[N:3]=1.[CH3:12][O:13][CH2:14][CH:15]1[CH2:19][CH2:18][CH2:17][NH:16]1, predict the reaction product. The product is: [Cl:1][C:2]1[N:7]=[C:6]([C:8]([NH2:10])=[O:9])[CH:5]=[C:4]([N:16]2[CH2:17][CH2:18][CH2:19][CH:15]2[CH2:14][O:13][CH3:12])[N:3]=1. (3) Given the reactants [N+:1]([C:4]1[CH:5]=[CH:6][C:7]2[O:12][C@@:11]([CH3:18])([CH:13]([O:16][CH3:17])[O:14][CH3:15])[C@@H:10]3[O:19][C@@H:9]3[C:8]=2[CH:20]=1)([O-:3])=[O:2].[Cl:21][C:22]1[CH:23]=[C:24]([NH:28][CH2:29][C:30]2[NH:31][CH:32]=[CH:33][N:34]=2)[CH:25]=[CH:26][CH:27]=1, predict the reaction product. The product is: [N+:1]([C:4]1[CH:5]=[CH:6][C:7]2[O:12][C@@:11]([CH3:18])([CH:13]([O:16][CH3:17])[O:14][CH3:15])[C@H:10]([OH:19])[C@@H:9]([N:28]([C:24]3[CH:25]=[CH:26][CH:27]=[C:22]([Cl:21])[CH:23]=3)[CH2:29][C:30]3[NH:31][CH:32]=[CH:33][N:34]=3)[C:8]=2[CH:20]=1)([O-:3])=[O:2]. (4) Given the reactants C[O:2][C:3](=O)[C:4]1[CH:9]=[C:8]([O:10][CH3:11])[C:7]([O:12][CH2:13][C:14]2[CH:19]=[CH:18][CH:17]=[CH:16][CH:15]=2)=[CH:6][C:5]=1[NH2:20].O.[Na+].[Cl-].[CH:25]([NH2:27])=O, predict the reaction product. The product is: [CH2:13]([O:12][C:7]1[CH:6]=[C:5]2[C:4]([C:3](=[O:2])[NH:27][CH:25]=[N:20]2)=[CH:9][C:8]=1[O:10][CH3:11])[C:14]1[CH:19]=[CH:18][CH:17]=[CH:16][CH:15]=1.